From a dataset of Catalyst prediction with 721,799 reactions and 888 catalyst types from USPTO. Predict which catalyst facilitates the given reaction. (1) Reactant: Cl.[N:2]1([C:8]2[N:13]=[CH:12][CH:11]=[CH:10][N:9]=2)[CH2:7][CH2:6][NH:5][CH2:4][CH2:3]1.C(O[BH-](O[C:24](=O)[CH3:25])OC(=O)C)(=O)C.[Na+].[C:28](O)(=O)[CH3:29].C[N:33](C=O)C.[Cl:37][CH2:38][CH2:39][Cl:40]. Product: [Cl:37][C:38]1[C:39]([Cl:40])=[C:24]([CH2:25][N:5]2[CH2:6][CH2:7][N:2]([C:8]3[N:9]=[CH:10][CH:11]=[CH:12][N:13]=3)[CH2:3][CH2:4]2)[CH:29]=[CH:28][N:33]=1. The catalyst class is: 250. (2) Reactant: Br[C:2]1[CH:15]=[CH:14][C:5]([O:6][C:7]2[CH:12]=[CH:11][CH:10]=[C:9]([F:13])[N:8]=2)=[C:4]([O:16][CH3:17])[CH:3]=1.[Br-].[CH2:19]([Zn+])[CH:20]([CH3:22])[CH3:21]. The catalyst class is: 73. Product: [F:13][C:9]1[CH:10]=[CH:11][CH:12]=[C:7]([O:6][C:5]2[CH:14]=[CH:15][C:2]([CH2:19][CH:20]([CH3:22])[CH3:21])=[CH:3][C:4]=2[O:16][CH3:17])[N:8]=1. (3) Reactant: [CH3:1][O:2][C:3]1[CH:44]=[C:43]([O:45][CH3:46])[CH:42]=[CH:41][C:4]=1[CH2:5][NH:6][C:7]1[C:8]2[CH:15]=[CH:14][N:13]([C@H:16]3[C@@H:20]4[O:21][C:22]([CH3:25])([CH3:24])[O:23][C@@H:19]4[C@@H:18]([CH2:26][N:27]([CH2:37][CH:38]([CH3:40])[CH3:39])[CH:28]4[CH2:31][CH:30]([CH2:32][CH2:33][C:34](O)=[O:35])[CH2:29]4)[CH2:17]3)[C:9]=2[N:10]=[CH:11][N:12]=1.C(N(CC)C(C)C)(C)C.[C:56]([C:60]1[CH:61]=[C:62]([NH2:67])[C:63]([NH2:66])=[CH:64][CH:65]=1)([CH3:59])([CH3:58])[CH3:57]. Product: [NH2:67][C:62]1[CH:61]=[C:60]([C:56]([CH3:59])([CH3:57])[CH3:58])[CH:65]=[CH:64][C:63]=1[NH:66][C:34](=[O:35])[CH2:33][CH2:32][CH:30]1[CH2:31][CH:28]([N:27]([CH2:26][C@@H:18]2[C@@H:19]3[C@@H:20]([O:21][C:22]([CH3:24])([CH3:25])[O:23]3)[C@H:16]([N:13]3[C:9]4[N:10]=[CH:11][N:12]=[C:7]([NH:6][CH2:5][C:4]5[CH:41]=[CH:42][C:43]([O:45][CH3:46])=[CH:44][C:3]=5[O:2][CH3:1])[C:8]=4[CH:15]=[CH:14]3)[CH2:17]2)[CH2:37][CH:38]([CH3:39])[CH3:40])[CH2:29]1. The catalyst class is: 9. (4) Reactant: [OH:1][C:2]1[CH:9]=[CH:8][C:5]([CH:6]=[O:7])=[CH:4][CH:3]=1.[C:10]1([N:16]2[CH2:21][CH2:20][NH:19][CH2:18][CH2:17]2)[CH:15]=[CH:14][CH:13]=[CH:12][CH:11]=1.[CH2:22]=O. Product: [OH:1][C:2]1[CH:9]=[CH:8][C:5]([CH:6]=[O:7])=[CH:4][C:3]=1[CH2:22][N:19]1[CH2:20][CH2:21][N:16]([C:10]2[CH:15]=[CH:14][CH:13]=[CH:12][CH:11]=2)[CH2:17][CH2:18]1. The catalyst class is: 2. (5) Reactant: [NH2:1][C:2]1[CH:7]=[CH:6][C:5]([C:8]([CH3:12])([CH3:11])[CH2:9][OH:10])=[CH:4][CH:3]=1.CS(O[C@@H:18]([C:36]1[CH:41]=[CH:40][C:39]([N+:42]([O-:44])=[O:43])=[CH:38][CH:37]=1)[CH2:19][CH2:20][C@@H:21](OS(C)(=O)=O)[C:22]1[CH:27]=[CH:26][C:25]([N+:28]([O-:30])=[O:29])=[CH:24][CH:23]=1)(=O)=O.C(OCC)(=O)C.CCCCCC. Product: [N+:28]([C:25]1[CH:26]=[CH:27][C:22]([C@@H:21]2[CH2:20][CH2:19][C@@H:18]([C:36]3[CH:37]=[CH:38][C:39]([N+:42]([O-:44])=[O:43])=[CH:40][CH:41]=3)[N:1]2[C:2]2[CH:3]=[CH:4][C:5]([C:8]([CH3:12])([CH3:11])[CH2:9][OH:10])=[CH:6][CH:7]=2)=[CH:23][CH:24]=1)([O-:30])=[O:29]. The catalyst class is: 3. (6) Reactant: [CH3:1][O:2][C:3]([CH:5]1[CH2:9][C:8](=[O:10])[N:7]([C:11]2[CH:16]=[CH:15][C:14]([O:17]CC3C=CC=CC=3)=[CH:13][CH:12]=2)[CH2:6]1)=[O:4]. Product: [CH3:1][O:2][C:3]([CH:5]1[CH2:9][C:8](=[O:10])[N:7]([C:11]2[CH:12]=[CH:13][C:14]([OH:17])=[CH:15][CH:16]=2)[CH2:6]1)=[O:4]. The catalyst class is: 312.